This data is from Forward reaction prediction with 1.9M reactions from USPTO patents (1976-2016). The task is: Predict the product of the given reaction. (1) The product is: [CH3:1][O:2][C:3](=[O:12])[C:4]1[C:9]([Cl:10])=[CH:8][CH:7]=[C:6]([C:13]#[N:14])[N:5]=1. Given the reactants [CH3:1][O:2][C:3](=[O:12])[C:4]1[C:9]([Cl:10])=[CH:8][CH:7]=[C:6](I)[N:5]=1.[C:13]([Cu])#[N:14], predict the reaction product. (2) Given the reactants [NH:1]1[CH:5]=[C:4]([C:6]2[N:11]=[CH:10][C:9]3[CH:12]=[N:13][N:14]([C:15]4[N:20]=[C:19]([N:21]5[CH2:27][CH2:26][CH2:25][N:24](C(OC(C)(C)C)=O)[CH2:23][CH2:22]5)[CH:18]=[CH:17][CH:16]=4)[C:8]=3[CH:7]=2)[CH:3]=[N:2]1.Br[CH2:36][C:37]#[N:38], predict the reaction product. The product is: [N:21]1([C:19]2[N:20]=[C:15]([N:14]3[C:8]4[CH:7]=[C:6]([C:4]5[CH:5]=[N:1][N:2]([CH2:36][C:37]#[N:38])[CH:3]=5)[N:11]=[CH:10][C:9]=4[CH:12]=[N:13]3)[CH:16]=[CH:17][CH:18]=2)[CH2:27][CH2:26][CH2:25][NH:24][CH2:23][CH2:22]1. (3) Given the reactants [Na].[Cl:2][C:3]1[CH:8]=[C:7]([Cl:9])[C:6]([O:10][CH3:11])=[CH:5][C:4]=1[NH:12][C:13]1[C:22]2[C:17](=[CH:18][C:19](F)=[C:20]([O:23][CH3:24])[CH:21]=2)[N:16]=[CH:15][C:14]=1[C:26]#[N:27].[CH3:28][O:29][CH2:30][CH2:31][OH:32], predict the reaction product. The product is: [Cl:2][C:3]1[CH:8]=[C:7]([Cl:9])[C:6]([O:10][CH3:11])=[CH:5][C:4]=1[NH:12][C:13]1[C:22]2[C:17](=[CH:18][C:19]([O:32][CH2:31][CH2:30][O:29][CH3:28])=[C:20]([O:23][CH3:24])[CH:21]=2)[N:16]=[CH:15][C:14]=1[C:26]#[N:27]. (4) The product is: [N+:32]([C:35]1[CH:36]=[C:37]([CH:38]=[CH:10][C:9]2[CH:8]=[CH:7][C:6]([C:4]([O:3][CH3:2])=[O:5])=[CH:31][CH:30]=2)[CH:40]=[CH:41][CH:42]=1)([O-:34])=[O:33]. Given the reactants [Br-].[CH3:2][O:3][C:4]([C:6]1[CH:31]=[CH:30][C:9]([CH2:10][P+](C2C=CC=CC=2)(C2C=CC=CC=2)C2C=CC=CC=2)=[CH:8][CH:7]=1)=[O:5].[N+:32]([C:35]1[CH:36]=[C:37]([CH:40]=[CH:41][CH:42]=1)[CH:38]=O)([O-:34])=[O:33].C1CC23[N+](=[N-])C(CCC2)=C3C1, predict the reaction product. (5) Given the reactants F[C:2]1[C:3]2[C:4]3[N:31]=[CH:30][C:29]([C:32]4[N:36]([CH3:37])[N:35]=[N:34][C:33]=4[CH3:38])=[CH:28][C:5]=3[N:6]([C@@H:15]([CH:22]3[CH2:27][CH2:26][O:25][CH2:24][CH2:23]3)[C:16]3[CH:21]=[CH:20][CH:19]=[CH:18][CH:17]=3)[C:7]=2[C:8]([S:11]([CH3:14])(=[O:13])=[O:12])=[CH:9][CH:10]=1.C[O-].[Na+].C(O)(=O)C[C:44](CC(O)=O)(C(O)=O)[OH:45], predict the reaction product. The product is: [CH3:14][S:11]([C:8]1[C:7]2[N:6]([C@@H:15]([CH:22]3[CH2:23][CH2:24][O:25][CH2:26][CH2:27]3)[C:16]3[CH:17]=[CH:18][CH:19]=[CH:20][CH:21]=3)[C:5]3[CH:28]=[C:29]([C:32]4[N:36]([CH3:37])[N:35]=[N:34][C:33]=4[CH3:38])[CH:30]=[N:31][C:4]=3[C:3]=2[C:2]([O:45][CH3:44])=[CH:10][CH:9]=1)(=[O:13])=[O:12]. (6) Given the reactants [C:1]([O:5][C:6](=[O:18])[NH:7][CH:8]1[CH2:17][C:16]2[C:11](=[CH:12][CH:13]=[CH:14][CH:15]=2)[NH:10][CH2:9]1)([CH3:4])([CH3:3])[CH3:2].C(=O)([O-])[O-].[K+].[K+].[CH2:25](Br)[C:26]1[CH:31]=[CH:30][CH:29]=[CH:28][CH:27]=1, predict the reaction product. The product is: [CH2:25]([N:10]1[C:11]2[C:16](=[CH:15][CH:14]=[CH:13][CH:12]=2)[CH2:17][CH:8]([NH:7][C:6](=[O:18])[O:5][C:1]([CH3:4])([CH3:2])[CH3:3])[CH2:9]1)[C:26]1[CH:31]=[CH:30][CH:29]=[CH:28][CH:27]=1. (7) Given the reactants [F:1][C:2]1[CH2:11][CH2:10][C:9]2[CH2:8][CH2:7][N:6]3[C:12]([C@@H:15]([NH2:17])[CH3:16])=[N:13][CH:14]=[C:4]([C:5]=23)[CH:3]=1.[NH2:18][C:19]1[C:24]([C:25]#[N:26])=[C:23](Cl)[N:22]=[CH:21][N:20]=1.CCN(C(C)C)C(C)C, predict the reaction product. The product is: [NH2:18][C:19]1[C:24]([C:25]#[N:26])=[C:23]([NH:17][C@H:15]([C:12]2[N:6]3[CH2:7][CH2:8][C:9]4[CH2:10][CH2:11][C:2]([F:1])=[CH:3][C:4]([C:5]=43)=[CH:14][N:13]=2)[CH3:16])[N:22]=[CH:21][N:20]=1. (8) Given the reactants [CH3:1][O:2][C:3]1[CH:29]=[CH:28][C:6]([CH2:7][N:8]([C:23]2[S:24][CH:25]=[CH:26][N:27]=2)[S:9]([C:12]2[CH:13]=[CH:14][C:15]3[NH:20][CH:19]([CH3:21])[CH2:18][O:17][C:16]=3[CH:22]=2)(=[O:11])=[O:10])=[CH:5][CH:4]=1.F[C:31]1[CH:38]=[CH:37][C:36]([C:39]([F:42])([F:41])[F:40])=[CH:35][C:32]=1[C:33]#[N:34].C([O-])([O-])=O.[Cs+].[Cs+].O, predict the reaction product. The product is: [C:33]([C:32]1[CH:35]=[C:36]([C:39]([F:40])([F:41])[F:42])[CH:37]=[CH:38][C:31]=1[N:20]1[CH:19]([CH3:21])[CH2:18][O:17][C:16]2[CH:22]=[C:12]([S:9]([N:8]([CH2:7][C:6]3[CH:5]=[CH:4][C:3]([O:2][CH3:1])=[CH:29][CH:28]=3)[C:23]3[S:24][CH:25]=[CH:26][N:27]=3)(=[O:11])=[O:10])[CH:13]=[CH:14][C:15]1=2)#[N:34]. (9) Given the reactants [CH3:1][O:2][C:3]([C:5]1[CH:6]=[CH:7][C:8]([N+:14]([O-:16])=[O:15])=[C:9]([CH:13]=1)[C:10]([OH:12])=O)=[O:4].[NH2:17][C:18]1[CH:23]=[CH:22][C:21]([Cl:24])=[CH:20][N:19]=1, predict the reaction product. The product is: [Cl:24][C:21]1[CH:22]=[CH:23][C:18]([NH:17][C:10](=[O:12])[C:9]2[CH:13]=[C:5]([C:3]([O:2][CH3:1])=[O:4])[CH:6]=[CH:7][C:8]=2[N+:14]([O-:16])=[O:15])=[N:19][CH:20]=1. (10) Given the reactants [Br:1][C:2]1[C:3]([CH3:9])=[C:4]([CH:6]=[CH:7][CH:8]=1)[NH2:5].[H+].[B-](F)(F)(F)F.[N:16]([O-])=O.[Na+].CC([O-])=O.[K+], predict the reaction product. The product is: [Br:1][C:2]1[CH:8]=[CH:7][CH:6]=[C:4]2[C:3]=1[CH:9]=[N:16][NH:5]2.